Dataset: Reaction yield outcomes from USPTO patents with 853,638 reactions. Task: Predict the reaction yield, written as a fraction of the theoretical maximum amount of product (1.0 means a 100% yield; for example, 0.34 means a 34% yield). (1) The reactants are [O:1]1[C:6]2[CH:7]=[CH:8][C:9]([O:11][CH2:12][CH2:13][O:14][C:15]3[C:16]([N:21]4[CH2:26][CH2:25][N:24](C(OC(C)(C)C)=O)[CH2:23][CH2:22]4)=[N:17][CH:18]=[CH:19][N:20]=3)=[CH:10][C:5]=2[O:4][CH2:3][CH2:2]1.C(O)(C(F)(F)F)=O.C(Cl)[Cl:42]. No catalyst specified. The product is [ClH:42].[ClH:42].[O:1]1[C:6]2[CH:7]=[CH:8][C:9]([O:11][CH2:12][CH2:13][O:14][C:15]3[C:16]([N:21]4[CH2:22][CH2:23][NH:24][CH2:25][CH2:26]4)=[N:17][CH:18]=[CH:19][N:20]=3)=[CH:10][C:5]=2[O:4][CH2:3][CH2:2]1. The yield is 0.620. (2) The reactants are [CH:1]1([C:4]2[N:5]=[CH:6][N:7]([C:9]3[CH:14]=[CH:13][N:12]=[C:11]([C:15]([OH:17])=O)[CH:10]=3)[CH:8]=2)[CH2:3][CH2:2]1.[F:18][C:19]([F:34])([F:33])[C@@H:20]([N:22]1[CH:26]=[N:25][N:24]=[C:23]1[C:27]1[S:28][CH:29]=[C:30]([NH2:32])[N:31]=1)[CH3:21].CN(C(ON1N=NC2C=CC=NC1=2)=[N+](C)C)C.F[P-](F)(F)(F)(F)F.CN1CCOCC1. The catalyst is CN(C)C=O. The product is [CH:1]1([C:4]2[N:5]=[CH:6][N:7]([C:9]3[CH:14]=[CH:13][N:12]=[C:11]([C:15]([NH:32][C:30]4[N:31]=[C:27]([C:23]5[N:22]([C@@H:20]([CH3:21])[C:19]([F:34])([F:33])[F:18])[CH:26]=[N:25][N:24]=5)[S:28][CH:29]=4)=[O:17])[CH:10]=3)[CH:8]=2)[CH2:2][CH2:3]1. The yield is 0.710. (3) The reactants are [NH2:1][C:2]1[CH:6]=[C:5]([C:7]2[CH:8]=[N:9][NH:10][C:11]=2[CH3:12])[S:4][C:3]=1[C:13]([NH2:15])=[O:14].[N:16]1[CH:21]=[CH:20][CH:19]=[N:18][C:17]=1[N:22]1[CH2:27][CH2:26][C:25](=O)[CH2:24][CH2:23]1.CC1(C)C2(CS(O)(=O)=O)C(CC1CC2)=O.[O-]S([O-])(=O)=O.[Mg+2].C([O-])(O)=O.[Na+]. The catalyst is CC(N(C)C)=O. The product is [CH3:12][C:11]1[NH:10][N:9]=[CH:8][C:7]=1[C:5]1[S:4][C:3]2[C:13](=[O:14])[NH:15][C:25]3([CH2:26][CH2:27][N:22]([C:17]4[N:16]=[CH:21][CH:20]=[CH:19][N:18]=4)[CH2:23][CH2:24]3)[NH:1][C:2]=2[CH:6]=1. The yield is 0.740. (4) The reactants are [F:1][C:2]([F:9])([F:8])[C:3]([O:5]CC)=O.[C:10]([C:13]1[CH:23]=[C:22]([O:24][CH3:25])[C:16]2[O:17][CH2:18][C:19](=[O:21])[NH:20][C:15]=2[CH:14]=1)(=[O:12])[CH3:11]. The catalyst is CCOCC. The product is [F:9][C:2]([F:1])([F:8])[C:3](=[O:5])[CH2:11][C:10]([C:13]1[CH:23]=[C:22]([O:24][CH3:25])[C:16]2[O:17][CH2:18][C:19](=[O:21])[NH:20][C:15]=2[CH:14]=1)=[O:12]. The yield is 0.160.